This data is from Reaction yield outcomes from USPTO patents with 853,638 reactions. The task is: Predict the reaction yield, written as a fraction of the theoretical maximum amount of product (1.0 means a 100% yield; for example, 0.34 means a 34% yield). The reactants are Br[C:2]1[CH:10]=[CH:9][CH:8]=[C:7]2[C:3]=1[CH:4]=[N:5][N:6]2[CH:11]1[CH2:16][CH2:15][CH2:14][CH2:13][O:12]1.[B:17]1([B:17]2[O:21][C:20]([CH3:23])([CH3:22])[C:19]([CH3:25])([CH3:24])[O:18]2)[O:21][C:20]([CH3:23])([CH3:22])[C:19]([CH3:25])([CH3:24])[O:18]1.P([O-])([O-])([O-])=O.[K+].[K+].[K+].C1(P(C2C=CC=CC=2)C2C=CC=CC=2)C=CC=CC=1. The catalyst is COCCOC.C([O-])(=O)C.[Pd+2].C([O-])(=O)C. The product is [O:12]1[CH2:13][CH2:14][CH2:15][CH2:16][CH:11]1[N:6]1[C:7]2[C:3](=[C:2]([B:17]3[O:21][C:20]([CH3:23])([CH3:22])[C:19]([CH3:25])([CH3:24])[O:18]3)[CH:10]=[CH:9][CH:8]=2)[CH:4]=[N:5]1. The yield is 0.740.